Dataset: Forward reaction prediction with 1.9M reactions from USPTO patents (1976-2016). Task: Predict the product of the given reaction. (1) The product is: [I:1][C:2]1[C:10]2[C:5](=[N:6][CH:7]=[N:8][C:9]=2[NH:11][CH2:31][CH2:32][C:33]([NH2:35])=[O:34])[N:4]([C@H:12]2[CH2:13][CH2:14][C@H:15]([N:18]3[CH2:23][CH2:22][O:21][CH2:20][CH2:19]3)[CH2:16][CH2:17]2)[N:3]=1. Given the reactants [I:1][C:2]1[C:10]2[C:5](=[N:6][CH:7]=[N:8][C:9]=2[NH2:11])[N:4]([C@H:12]2[CH2:17][CH2:16][C@H:15]([N:18]3[CH2:23][CH2:22][O:21][CH2:20][CH2:19]3)[CH2:14][CH2:13]2)[N:3]=1.C(=O)([O-])[O-].[Cs+].[Cs+].Cl[CH2:31][CH2:32][C:33]([NH2:35])=[O:34], predict the reaction product. (2) Given the reactants Br[C:2]1[CH:3]=[CH:4][C:5]2[N:6]([C:8]([C:11]([F:33])([F:32])[C:12]3[CH:13]=[CH:14][C:15]4[N:16]([CH:18]=[C:19]([N:21]([C:27]([CH:29]5[CH2:31][CH2:30]5)=[O:28])C(C5CC5)=O)[N:20]=4)[N:17]=3)=[N:9][N:10]=2)[CH:7]=1.[CH3:34][N:35]1[CH:39]=[C:38](B2OC(C)(C)C(C)(C)O2)[CH:37]=[N:36]1, predict the reaction product. The product is: [F:33][C:11]([F:32])([C:8]1[N:6]2[CH:7]=[C:2]([C:38]3[CH:37]=[N:36][N:35]([CH3:34])[CH:39]=3)[CH:3]=[CH:4][C:5]2=[N:10][N:9]=1)[C:12]1[CH:13]=[CH:14][C:15]2[N:16]([CH:18]=[C:19]([NH:21][C:27]([CH:29]3[CH2:31][CH2:30]3)=[O:28])[N:20]=2)[N:17]=1.